From a dataset of NCI-60 drug combinations with 297,098 pairs across 59 cell lines. Regression. Given two drug SMILES strings and cell line genomic features, predict the synergy score measuring deviation from expected non-interaction effect. (1) Drug 1: C1CCC(C1)C(CC#N)N2C=C(C=N2)C3=C4C=CNC4=NC=N3. Drug 2: C1=NC2=C(N1)C(=S)N=C(N2)N. Cell line: 786-0. Synergy scores: CSS=41.2, Synergy_ZIP=-1.83, Synergy_Bliss=-3.47, Synergy_Loewe=-16.9, Synergy_HSA=-1.63. (2) Drug 1: CCN(CC)CCNC(=O)C1=C(NC(=C1C)C=C2C3=C(C=CC(=C3)F)NC2=O)C. Drug 2: C1CN(P(=O)(OC1)NCCCl)CCCl. Cell line: ACHN. Synergy scores: CSS=-5.81, Synergy_ZIP=3.31, Synergy_Bliss=2.60, Synergy_Loewe=-4.70, Synergy_HSA=-4.20. (3) Drug 1: CC1=C(C=C(C=C1)NC2=NC=CC(=N2)N(C)C3=CC4=NN(C(=C4C=C3)C)C)S(=O)(=O)N.Cl. Drug 2: C1CCC(C1)C(CC#N)N2C=C(C=N2)C3=C4C=CNC4=NC=N3. Cell line: NCIH23. Synergy scores: CSS=6.17, Synergy_ZIP=-2.99, Synergy_Bliss=0.207, Synergy_Loewe=0.385, Synergy_HSA=-0.0553. (4) Drug 1: CC1CCC2CC(C(=CC=CC=CC(CC(C(=O)C(C(C(=CC(C(=O)CC(OC(=O)C3CCCCN3C(=O)C(=O)C1(O2)O)C(C)CC4CCC(C(C4)OC)O)C)C)O)OC)C)C)C)OC. Drug 2: CC(C)(C#N)C1=CC(=CC(=C1)CN2C=NC=N2)C(C)(C)C#N. Cell line: EKVX. Synergy scores: CSS=-1.65, Synergy_ZIP=0.369, Synergy_Bliss=0.114, Synergy_Loewe=-1.99, Synergy_HSA=-1.61.